This data is from Forward reaction prediction with 1.9M reactions from USPTO patents (1976-2016). The task is: Predict the product of the given reaction. (1) Given the reactants C([O-])([O-])=O.[K+].[K+].[F:7][C:8]1[CH:13]=[CH:12][C:11]([C:14]2[NH:18][C:17](=[S:19])[N:16]([CH3:20])[C:15]=2[C:21]2[CH:26]=[CH:25][N:24]=[C:23]([NH:27][C:28](=[O:30])[CH3:29])[CH:22]=2)=[CH:10][CH:9]=1.Cl[CH2:32][C:33]([N:35]([CH2:39][CH2:40][OH:41])[CH2:36][CH2:37][OH:38])=[O:34], predict the reaction product. The product is: [C:28]([NH:27][C:23]1[CH:22]=[C:21]([C:15]2[N:16]([CH3:20])[C:17]([S:19][CH2:32][C:33]([N:35]([CH2:39][CH2:40][OH:41])[CH2:36][CH2:37][OH:38])=[O:34])=[N:18][C:14]=2[C:11]2[CH:12]=[CH:13][C:8]([F:7])=[CH:9][CH:10]=2)[CH:26]=[CH:25][N:24]=1)(=[O:30])[CH3:29]. (2) The product is: [C:49]([Si:39]1([C:35]([CH3:38])([CH3:37])[CH3:36])[O:44][C@H:43]2[C@H:45]([O:48][C:21]3[N:22]([CH2:23][O:24][CH2:25][CH2:26][Si:27]([CH3:30])([CH3:29])[CH3:28])[C:15]4[C:16]([N:20]=3)=[N:17][C:18]([I:19])=[C:13]([Cl:12])[CH:14]=4)[CH2:46][O:47][C@@H:42]2[CH2:41][O:40]1)([CH3:52])([CH3:51])[CH3:50]. Given the reactants C1CCN2C(=NCCC2)CC1.[Cl:12][C:13]1[CH:14]=[C:15]2[N:22]([CH2:23][O:24][CH2:25][CH2:26][Si:27]([CH3:30])([CH3:29])[CH3:28])[C:21](S(C)(=O)=O)=[N:20][C:16]2=[N:17][C:18]=1[I:19].[C:35]([Si:39]1([C:49]([CH3:52])([CH3:51])[CH3:50])[O:44][C@H:43]2[C@H:45]([OH:48])[CH2:46][O:47][C@@H:42]2[CH2:41][O:40]1)([CH3:38])([CH3:37])[CH3:36], predict the reaction product.